Dataset: Peptide-MHC class II binding affinity with 134,281 pairs from IEDB. Task: Regression. Given a peptide amino acid sequence and an MHC pseudo amino acid sequence, predict their binding affinity value. This is MHC class II binding data. (1) The peptide sequence is APGDSPNTDGIHIGD. The MHC is HLA-DQA10102-DQB10602 with pseudo-sequence HLA-DQA10102-DQB10602. The binding affinity (normalized) is 0.0112. (2) The peptide sequence is EQCGRQAGGKLCPNN. The MHC is DRB1_0101 with pseudo-sequence DRB1_0101. The binding affinity (normalized) is 0.338.